This data is from Full USPTO retrosynthesis dataset with 1.9M reactions from patents (1976-2016). The task is: Predict the reactants needed to synthesize the given product. (1) Given the product [NH2:24][C:20]1[CH:19]=[CH:18][C:17]2[C:22](=[C:13]([O:12][CH:10]([CH3:9])[CH2:5][CH2:6][CH2:7][O:11][C:8]3[CH:9]=[CH:10][C:5]([NH:4][C:2](=[O:3])[CH3:1])=[CH:6][CH:7]=3)[CH:14]=[CH:15][CH:16]=2)[N:21]=1, predict the reactants needed to synthesize it. The reactants are: [CH3:1][C:2]([NH:4][C:5]1[CH:6]=[CH:7][C:8]([OH:11])=[CH:9][CH:10]=1)=[O:3].[OH:12][C:13]1[CH:14]=[CH:15][CH:16]=[C:17]2[C:22]=1[N:21]=[C:20](C)[CH:19]=[CH:18]2.[NH3:24]. (2) Given the product [OH:11][CH:10]([C:9]1[CH:12]=[CH:13][CH:14]=[C:7]([O:6][CH2:1][CH2:2][CH2:3][CH2:4][CH3:5])[CH:8]=1)[CH2:16][C:15]#[N:17], predict the reactants needed to synthesize it. The reactants are: [CH2:1]([O:6][C:7]1[CH:8]=[C:9]([CH:12]=[CH:13][CH:14]=1)[CH:10]=[O:11])[CH2:2][CH2:3][CH2:4][CH3:5].[C:15](#[N:17])[CH3:16]. (3) Given the product [CH:24]([NH:1][CH2:2][CH:3]1[CH2:8][CH2:7][CH:6]([NH:9][C:10]2[S:11][CH:12]=[C:13]([C:15]3[CH:20]=[CH:19][CH:18]=[CH:17][C:16]=3[O:21][CH3:22])[N:14]=2)[CH2:5][CH2:4]1)([CH3:26])[CH3:25], predict the reactants needed to synthesize it. The reactants are: [NH2:1][CH2:2][CH:3]1[CH2:8][CH2:7][CH:6]([NH:9][C:10]2[S:11][CH:12]=[C:13]([C:15]3[CH:20]=[CH:19][CH:18]=[CH:17][C:16]=3[O:21][CH3:22])[N:14]=2)[CH2:5][CH2:4]1.I[CH:24]([CH3:26])[CH3:25].C(=O)([O-])[O-].[K+].[K+].O. (4) The reactants are: [CH3:1][N:2]([CH3:39])[C@@H:3]1[CH2:7][CH2:6][N:5]([C:8]2[N:13]3[CH:14]=[C:15]([CH2:17][N:18]([C@H:29]([C:31]4C=CC(OC)=C[CH:32]=4)C)[C@@H:19]4[C:28]5[N:27]=[CH:26][CH:25]=[CH:24][C:23]=5[CH2:22][CH2:21][CH2:20]4)[N:16]=[C:12]3[CH:11]=[CH:10][CH:9]=2)[CH2:4]1.C(=O)CC. Given the product [CH3:1][N:2]([CH3:39])[C@@H:3]1[CH2:7][CH2:6][N:5]([C:8]2[N:13]3[CH:14]=[C:15]([CH2:17][N:18]([CH2:29][CH2:31][CH3:32])[C@@H:19]4[C:28]5[N:27]=[CH:26][CH:25]=[CH:24][C:23]=5[CH2:22][CH2:21][CH2:20]4)[N:16]=[C:12]3[CH:11]=[CH:10][CH:9]=2)[CH2:4]1, predict the reactants needed to synthesize it. (5) Given the product [NH2:13][C:10]1[CH:11]=[CH:12][C:2]([F:1])=[C:3]([CH:9]=1)[C:4]([O:6][CH2:7][CH3:8])=[O:5], predict the reactants needed to synthesize it. The reactants are: [F:1][C:2]1[CH:12]=[CH:11][C:10]([N+:13]([O-])=O)=[CH:9][C:3]=1[C:4]([O:6][CH2:7][CH3:8])=[O:5]. (6) Given the product [CH2:11]([O:18][CH2:19][CH2:20][O:8][CH:7]1[CH2:6][CH2:5][O:4][CH:3]1[O:2][CH3:1])[C:12]1[CH:17]=[CH:16][CH:15]=[CH:14][CH:13]=1, predict the reactants needed to synthesize it. The reactants are: [CH3:1][O:2][CH:3]1[CH:7]([OH:8])[CH2:6][CH2:5][O:4]1.[H-].[Na+].[CH2:11]([O:18][CH2:19][CH2:20]O)[C:12]1[CH:17]=[CH:16][CH:15]=[CH:14][CH:13]=1.O. (7) Given the product [CH2:14]([N:7]1[C:8]([C:10]([O:12][CH3:13])=[O:11])=[CH:9][C:5]([O:4][CH2:1][CH2:2][CH3:3])=[N:6]1)[C:15]1[CH:20]=[CH:19][CH:18]=[CH:17][CH:16]=1, predict the reactants needed to synthesize it. The reactants are: [CH2:1]([O:4][C:5]1[CH:9]=[C:8]([C:10]([O:12][CH3:13])=[O:11])[NH:7][N:6]=1)[CH2:2][CH3:3].[CH2:14](Br)[C:15]1[CH:20]=[CH:19][CH:18]=[CH:17][CH:16]=1.C(=O)([O-])[O-].[K+].[K+].O. (8) Given the product [OH:1][C:2]1[CH:3]=[CH:4][C:5]([CH2:8][CH2:9][CH2:10][C:11]([NH:21][O:20][CH:15]2[CH2:16][CH2:17][CH2:18][CH2:19][O:14]2)=[O:13])=[CH:6][CH:7]=1, predict the reactants needed to synthesize it. The reactants are: [OH:1][C:2]1[CH:7]=[CH:6][C:5]([CH2:8][CH2:9][CH2:10][C:11]([OH:13])=O)=[CH:4][CH:3]=1.[O:14]1[CH2:19][CH2:18][CH2:17][CH2:16][CH:15]1[O:20][NH2:21]. (9) Given the product [Br:1][C:2]1[CH:8]=[C:7]([C:14]2[CH:15]=[CH:16][C:11]([Cl:10])=[CH:12][CH:13]=2)[C:5]([NH2:6])=[CH:4][CH:3]=1, predict the reactants needed to synthesize it. The reactants are: [Br:1][C:2]1[CH:8]=[CH:7][C:5]([NH2:6])=[CH:4][CH:3]=1.[Cl-].[Cl:10][C:11]1[CH:16]=[CH:15][C:14]([N+]#N)=[CH:13][CH:12]=1.